From a dataset of Forward reaction prediction with 1.9M reactions from USPTO patents (1976-2016). Predict the product of the given reaction. (1) Given the reactants [CH3:1][C:2]1[C:3]([CH2:8][NH:9][CH2:10][C:11]2[C:16]([CH3:17])=[CH:15][CH:14]=[CH:13][N:12]=2)=[N:4][CH:5]=[CH:6][CH:7]=1.Br[CH2:19][C:20]1[C:21]([CH2:25][N:26]2[C:34](=[O:35])[C:33]3[C:28](=[CH:29][CH:30]=[CH:31][CH:32]=3)[C:27]2=[O:36])=[CH:22][S:23][CH:24]=1.CCN(C(C)C)C(C)C, predict the reaction product. The product is: [CH3:1][C:2]1[C:3]([CH2:8][N:9]([CH2:19][C:20]2[C:21]([CH2:25][N:26]3[C:34](=[O:35])[C:33]4[C:28](=[CH:29][CH:30]=[CH:31][CH:32]=4)[C:27]3=[O:36])=[CH:22][S:23][CH:24]=2)[CH2:10][C:11]2[C:16]([CH3:17])=[CH:15][CH:14]=[CH:13][N:12]=2)=[N:4][CH:5]=[CH:6][CH:7]=1. (2) Given the reactants [CH2:1]([N:8]1[CH2:18][C:17]([F:20])([F:19])[C:11]2(SCCCS2)[C:10]([F:22])([F:21])[CH2:9]1)[C:2]1[CH:7]=[CH:6][CH:5]=[CH:4][CH:3]=1, predict the reaction product. The product is: [CH2:1]([N:8]1[CH2:9][C:10]([F:21])([F:22])[CH2:11][C:17]([F:20])([F:19])[CH2:18]1)[C:2]1[CH:3]=[CH:4][CH:5]=[CH:6][CH:7]=1. (3) Given the reactants [Cl:1][C:2]1[CH:10]=[C:9]([F:11])[CH:8]=[CH:7][C:3]=1[C:4]([OH:6])=[O:5].[N+:12]([O-])([OH:14])=[O:13].S(=O)(=O)(O)O, predict the reaction product. The product is: [Cl:1][C:2]1[CH:10]=[C:9]([F:11])[C:8]([N+:12]([O-:14])=[O:13])=[CH:7][C:3]=1[C:4]([OH:6])=[O:5]. (4) Given the reactants [OH:1][CH2:2][C@H:3]([NH:7][C:8]([O:10][C:11]([CH3:14])([CH3:13])[CH3:12])=[O:9])[C:4]([OH:6])=[O:5].[H-].[Na+].[CH2:17](Br)[CH:18]=[CH2:19].Cl, predict the reaction product. The product is: [CH2:19]([O:1][CH2:2][C@H:3]([NH:7][C:8]([O:10][C:11]([CH3:14])([CH3:13])[CH3:12])=[O:9])[C:4]([OH:6])=[O:5])[CH:18]=[CH2:17]. (5) Given the reactants [CH3:1][O:2][C:3]1[CH:37]=[CH:36][C:6]([CH2:7][N:8]2[C:12]3=[N:13][CH:14]=[CH:15][C:16]([O:17][C:18]4[CH:23]=[CH:22][C:21]([NH:24][C:25]([CH:27]5[CH2:31][CH2:30][N:29]([CH3:32])[C:28]5=[O:33])=[O:26])=[CH:20][C:19]=4[F:34])=[C:11]3[C:10](I)=[N:9]2)=[CH:5][CH:4]=1.[CH3:38][NH:39][C:40]([C:42]1[CH:47]=[CH:46][C:45](B(O)O)=[CH:44][CH:43]=1)=[O:41].C([O-])([O-])=O.[Na+].[Na+], predict the reaction product. The product is: [F:34][C:19]1[CH:20]=[C:21]([NH:24][C:25]([CH:27]2[CH2:31][CH2:30][N:29]([CH3:32])[C:28]2=[O:33])=[O:26])[CH:22]=[CH:23][C:18]=1[O:17][C:16]1[CH:15]=[CH:14][N:13]=[C:12]2[N:8]([CH2:7][C:6]3[CH:36]=[CH:37][C:3]([O:2][CH3:1])=[CH:4][CH:5]=3)[N:9]=[C:10]([C:45]3[CH:46]=[CH:47][C:42]([C:40](=[O:41])[NH:39][CH3:38])=[CH:43][CH:44]=3)[C:11]=12.